From a dataset of Full USPTO retrosynthesis dataset with 1.9M reactions from patents (1976-2016). Predict the reactants needed to synthesize the given product. (1) The reactants are: [Br:1][C:2]1[CH:7]=[CH:6][C:5]([C:8]2[N:9]([C:28]3[CH:33]=[CH:32][C:31]([Cl:34])=[CH:30][CH:29]=3)[C:10](=[O:27])[C:11]3[CH:16]=[N:15][N:14]([C:17]4[CH:18]=[C:19]([S:23]([NH2:26])(=[O:25])=[O:24])[CH:20]=[CH:21][CH:22]=4)[C:12]=3[N:13]=2)=[CH:4][CH:3]=1.[CH3:35][C:36](=O)[CH2:37][CH2:38][C:39](=O)[CH3:40].O.C1(C)C=CC(S(O)(=O)=O)=CC=1. Given the product [Br:1][C:2]1[CH:3]=[CH:4][C:5]([C:8]2[N:9]([C:28]3[CH:33]=[CH:32][C:31]([Cl:34])=[CH:30][CH:29]=3)[C:10](=[O:27])[C:11]3[CH:16]=[N:15][N:14]([C:17]4[CH:22]=[CH:21][CH:20]=[C:19]([S:23]([N:26]5[C:39]([CH3:40])=[CH:38][CH:37]=[C:36]5[CH3:35])(=[O:24])=[O:25])[CH:18]=4)[C:12]=3[N:13]=2)=[CH:6][CH:7]=1, predict the reactants needed to synthesize it. (2) Given the product [CH3:14][CH2:15][CH2:16][CH2:17][CH2:18][CH2:19][CH2:20][CH2:13][CH2:11][CH3:12], predict the reactants needed to synthesize it. The reactants are: CC(C[Al](C[CH:11]([CH3:13])[CH3:12])CC(C)C)C.[CH2:14]=[CH:15][CH2:16][CH2:17][CH2:18][CH3:19].[CH2:20]=C. (3) Given the product [CH3:1][O:2][C:3](=[O:26])[CH:4]([C:9]1[CH:10]=[C:11]([C:16]2[CH:17]=[CH:18][C:19]([C:22]([F:23])([F:25])[F:24])=[CH:20][CH:21]=2)[CH:12]=[C:13]([O:15][C:32]2[CH:33]=[CH:34][C:29]([O:28][CH3:27])=[CH:30][CH:31]=2)[CH:14]=1)[CH2:5][CH:6]([CH3:8])[CH3:7], predict the reactants needed to synthesize it. The reactants are: [CH3:1][O:2][C:3](=[O:26])[CH:4]([C:9]1[CH:10]=[C:11]([C:16]2[CH:21]=[CH:20][C:19]([C:22]([F:25])([F:24])[F:23])=[CH:18][CH:17]=2)[CH:12]=[C:13]([OH:15])[CH:14]=1)[CH2:5][CH:6]([CH3:8])[CH3:7].[CH3:27][O:28][C:29]1[CH:34]=[CH:33][C:32](B(O)O)=[CH:31][CH:30]=1. (4) The reactants are: [F:1][C:2]1[CH:7]=[CH:6][C:5]([CH:8]([C:27]2[CH:32]=[CH:31][C:30]([F:33])=[CH:29][CH:28]=2)[N:9]2[C:13]3=[N:14][C:15]([CH3:19])=[CH:16][C:17]([CH3:18])=[C:12]3[C:11]([C:20]#[N:21])=[C:10]2/[CH:22]=[CH:23]/[C:24](O)=[O:25])=[CH:4][CH:3]=1.C(Cl)(=O)C(Cl)=O.[CH3:40][C@H:41]1[O:46][C@@H:45]([CH3:47])[CH2:44][NH:43][CH2:42]1.C(N(CC)CC)C. Given the product [F:1][C:2]1[CH:7]=[CH:6][C:5]([CH:8]([C:27]2[CH:32]=[CH:31][C:30]([F:33])=[CH:29][CH:28]=2)[N:9]2[C:13]3=[N:14][C:15]([CH3:19])=[CH:16][C:17]([CH3:18])=[C:12]3[C:11]([C:20]#[N:21])=[C:10]2/[CH:22]=[CH:23]/[C:24]([N:43]2[CH2:42][CH:41]([CH3:40])[O:46][CH:45]([CH3:47])[CH2:44]2)=[O:25])=[CH:4][CH:3]=1, predict the reactants needed to synthesize it. (5) Given the product [Br:1][C:2]1[CH:3]=[N:4][C:5]([N:11]2[CH:12]=[C:13]([CH3:15])[N:14]=[C:10]2[CH3:9])=[N:6][CH:7]=1, predict the reactants needed to synthesize it. The reactants are: [Br:1][C:2]1[CH:3]=[N:4][C:5](Cl)=[N:6][CH:7]=1.[CH3:9][C:10]1[NH:11][CH:12]=[C:13]([CH3:15])[N:14]=1.C([O-])([O-])=O.[K+].[K+].O. (6) Given the product [CH3:30][O:29][N:28]([CH3:27])[C:11]([C:9]1[CH:8]=[CH:7][C:6]2[O:1][CH2:2][CH2:3][O:4][C:5]=2[CH:10]=1)=[O:13], predict the reactants needed to synthesize it. The reactants are: [O:1]1[C:6]2[CH:7]=[CH:8][C:9]([C:11]([OH:13])=O)=[CH:10][C:5]=2[O:4][CH2:3][CH2:2]1.C(N1C=CN=C1)(N1C=CN=C1)=O.Cl.[CH3:27][NH:28][O:29][CH3:30].C(N(CC)CC)C.